The task is: Predict the product of the given reaction.. This data is from Forward reaction prediction with 1.9M reactions from USPTO patents (1976-2016). Given the reactants O.[C:2]1([CH3:19])[CH:7]=[CH:6][C:5]([S:8]([N:11]2[CH2:18][CH2:17][CH2:16][C@H:12]2[C:13]([OH:15])=O)(=[O:10])=[O:9])=[CH:4][CH:3]=1.Cl.C[O:22][C:23](=[O:29])[C@H:24]([CH:26]([CH3:28])[CH3:27])[NH2:25].[Li+].[OH-], predict the reaction product. The product is: [C:2]1([CH3:19])[CH:3]=[CH:4][C:5]([S:8]([N:11]2[CH2:18][CH2:17][CH2:16][C@H:12]2[C:13]([NH:25][C@H:24]([C:23]([OH:29])=[O:22])[CH:26]([CH3:28])[CH3:27])=[O:15])(=[O:9])=[O:10])=[CH:6][CH:7]=1.